Dataset: Acute oral toxicity (LD50) regression data from Zhu et al.. Task: Regression/Classification. Given a drug SMILES string, predict its toxicity properties. Task type varies by dataset: regression for continuous values (e.g., LD50, hERG inhibition percentage) or binary classification for toxic/non-toxic outcomes (e.g., AMES mutagenicity, cardiotoxicity, hepatotoxicity). Dataset: ld50_zhu. The molecule is c1cc(CC2CO2)c(OCC2CO2)c(CC2CO2)c1. The rat oral LD50 is 2.21, given as -log10 of the dose in mol/kg body weight (higher means more acutely toxic).